Dataset: Catalyst prediction with 721,799 reactions and 888 catalyst types from USPTO. Task: Predict which catalyst facilitates the given reaction. (1) Reactant: [CH2:1]([O:8][C:9]1[CH:14]=[CH:13][C:12](B(O)O)=[CH:11][C:10]=1[F:18])[C:2]1[CH:7]=[CH:6][CH:5]=[CH:4][CH:3]=1.Br[C:20]1[CH:25]=[CH:24][C:23]([Br:26])=[CH:22][N:21]=1.C([O-])([O-])=O.[Na+].[Na+].CCO. Product: [Br:26][C:23]1[CH:24]=[CH:25][C:20]([C:12]2[CH:13]=[CH:14][C:9]([O:8][CH2:1][C:2]3[CH:7]=[CH:6][CH:5]=[CH:4][CH:3]=3)=[C:10]([F:18])[CH:11]=2)=[N:21][CH:22]=1. The catalyst class is: 109. (2) Reactant: Cl.[C:2]1([CH3:10])[CH:7]=[CH:6][C:5]([NH:8]N)=[CH:4][CH:3]=1.Br[CH2:12][CH2:13][C:14]1[CH:15]=[CH:16][C:17]([CH3:20])=[N:18][CH:19]=1.C(N(CC)CC)C.[CH3:28][N:29]1[CH2:34][CH2:33][C:32](=O)[CH2:31][C:30]1=[O:36]. Product: [CH3:28][N:29]1[C:30](=[O:36])[CH2:31][C:32]2[N:8]([CH2:12][CH2:13][C:14]3[CH:19]=[N:18][C:17]([CH3:20])=[CH:16][CH:15]=3)[C:5]3[CH:4]=[CH:3][C:2]([CH3:10])=[CH:7][C:6]=3[C:33]=2[CH2:34]1. The catalyst class is: 8. (3) Reactant: O=[C:2]([CH2:8][C:9](=O)[CH2:10][CH2:11][CH3:12])[C:3]([O:5][CH2:6][CH3:7])=[O:4].[CH3:14][CH:15]([N:17]1[C:21]([NH2:22])=[CH:20][CH:19]=[N:18]1)[CH3:16]. Product: [CH3:14][CH:15]([N:17]1[C:21]2[N:22]=[C:9]([CH2:10][CH2:11][CH3:12])[CH:8]=[C:2]([C:3]([O:5][CH2:6][CH3:7])=[O:4])[C:20]=2[CH:19]=[N:18]1)[CH3:16]. The catalyst class is: 48. (4) Reactant: [OH-].[Na+].C[O:4][C:5](=[O:19])[C:6]1[CH:11]=[C:10]([C:12](=[O:16])[CH:13]([CH3:15])[CH3:14])[CH:9]=[CH:8][C:7]=1[O:17][CH3:18].Cl. Product: [C:12]([C:10]1[CH:9]=[CH:8][C:7]([O:17][CH3:18])=[C:6]([CH:11]=1)[C:5]([OH:19])=[O:4])(=[O:16])[CH:13]([CH3:15])[CH3:14]. The catalyst class is: 5. (5) Reactant: [Cl:1][C:2]1[CH:3]=[C:4]([O:13][C:14]2[C:24]([F:25])=[CH:23][C:17]([C:18]([O:20]CC)=[O:19])=[C:16]([F:26])[CH:15]=2)[CH:5]=[N:6][C:7]=1[O:8][CH2:9][CH:10]([CH3:12])[CH3:11].[OH-].[Li+].C1COCC1. Product: [Cl:1][C:2]1[CH:3]=[C:4]([O:13][C:14]2[C:24]([F:25])=[CH:23][C:17]([C:18]([OH:20])=[O:19])=[C:16]([F:26])[CH:15]=2)[CH:5]=[N:6][C:7]=1[O:8][CH2:9][CH:10]([CH3:11])[CH3:12]. The catalyst class is: 6.